This data is from Full USPTO retrosynthesis dataset with 1.9M reactions from patents (1976-2016). The task is: Predict the reactants needed to synthesize the given product. (1) Given the product [CH2:1]([O:3][C:4]([C:6]1[CH2:11][CH2:10][CH2:9][CH2:8][C:7]=1[NH:12][C:23]([C:22]1[CH:26]=[CH:27][CH:28]=[CH:29][C:21]=1[O:20][CH2:13][C:14]1[CH:19]=[CH:18][CH:17]=[CH:16][CH:15]=1)=[O:24])=[O:5])[CH3:2], predict the reactants needed to synthesize it. The reactants are: [CH2:1]([O:3][C:4]([C:6]1[CH2:11][CH2:10][CH2:9][CH2:8][C:7]=1[NH2:12])=[O:5])[CH3:2].[CH2:13]([O:20][C:21]1[CH:29]=[CH:28][CH:27]=[CH:26][C:22]=1[C:23](Cl)=[O:24])[C:14]1[CH:19]=[CH:18][CH:17]=[CH:16][CH:15]=1.C(N(CC)CC)C. (2) Given the product [Cl:1][C:2]1[CH:7]=[C:6]([N:8]2[CH2:13][CH2:12][N:11]([CH3:14])[CH2:10][CH2:9]2)[N:5]=[CH:4][C:3]=1[NH:15][CH3:17], predict the reactants needed to synthesize it. The reactants are: [Cl:1][C:2]1[CH:7]=[C:6]([N:8]2[CH2:13][CH2:12][N:11]([CH3:14])[CH2:10][CH2:9]2)[N:5]=[CH:4][C:3]=1[NH2:15].F[C:17](F)(F)C(O)=O. (3) Given the product [C:1]1([NH2:12])[C:6]([F:7])=[C:5]([F:8])[C:4]([F:9])=[C:3]([NH2:10])[C:2]=1[F:11].[ClH:13].[ClH:13].[F:15][C:16]1[CH:17]=[C:18]([N:28]2[CH2:32][C@H:31]([CH2:33][NH2:34])[O:30][C:29]2=[O:43])[CH:19]=[CH:20][C:21]=1[N:22]1[CH2:23][CH2:24][O:25][CH2:26][CH2:27]1, predict the reactants needed to synthesize it. The reactants are: [C:1]1([NH2:12])[C:6]([F:7])=[C:5]([F:8])[C:4]([F:9])=[C:3]([NH2:10])[C:2]=1[F:11].[ClH:13].Cl.[F:15][C:16]1[CH:17]=[C:18]([N:28]2[CH2:32][CH:31]([CH2:33][NH:34]C(C3C=CC=CC=3)C)[O:30][C:29]2=[O:43])[CH:19]=[CH:20][C:21]=1[N:22]1[CH2:27][CH2:26][O:25][CH2:24][CH2:23]1.FC1C=C(N2C[C@H](CN[C@H](C3C=CC=CC=3)C)OC2=O)C=CC=1N1CCOCC1.